From a dataset of Full USPTO retrosynthesis dataset with 1.9M reactions from patents (1976-2016). Predict the reactants needed to synthesize the given product. (1) Given the product [F:1][C:2]1[CH:3]=[C:4](/[CH:5]=[CH:17]/[C:12]([O:14][CH2:15][CH3:16])=[O:13])[CH:7]=[CH:8][C:9]=1[O:10][CH3:11], predict the reactants needed to synthesize it. The reactants are: [F:1][C:2]1[CH:3]=[C:4]([CH:7]=[CH:8][C:9]=1[O:10][CH3:11])[CH:5]=O.[C:12]([CH:17]=P(C1C=CC=CC=1)(C1C=CC=CC=1)C1C=CC=CC=1)([O:14][CH2:15][CH3:16])=[O:13]. (2) Given the product [Cl:1][C:2]1[N:7]=[C:6]([NH:22][C:19]2[CH:18]=[C:17]([CH:14]3[CH2:16][CH2:15]3)[NH:21][N:20]=2)[C:5]([C:9]([O:11][CH2:12][CH3:13])=[O:10])=[CH:4][N:3]=1, predict the reactants needed to synthesize it. The reactants are: [Cl:1][C:2]1[N:7]=[C:6](Cl)[C:5]([C:9]([O:11][CH2:12][CH3:13])=[O:10])=[CH:4][N:3]=1.[CH:14]1([C:17]2[NH:21][N:20]=[C:19]([NH2:22])[CH:18]=2)[CH2:16][CH2:15]1.